From a dataset of Full USPTO retrosynthesis dataset with 1.9M reactions from patents (1976-2016). Predict the reactants needed to synthesize the given product. (1) The reactants are: Cl[C:2]1[C:3]2[NH:10][C:9]([CH3:11])=[C:8]([C:12]([O:14][CH2:15][CH3:16])=[O:13])[C:4]=2[N:5]=[CH:6][N:7]=1.[CH:17]1([CH2:20][O:21][C:22]2[CH:27]=[CH:26][C:25]([O:28][CH3:29])=[CH:24][C:23]=2B2OC(C)(C)C(C)(C)O2)[CH2:19][CH2:18]1. Given the product [CH:17]1([CH2:20][O:21][C:22]2[CH:23]=[CH:24][C:25]([O:28][CH3:29])=[CH:26][C:27]=2[C:2]2[C:3]3[NH:10][C:9]([CH3:11])=[C:8]([C:12]([O:14][CH2:15][CH3:16])=[O:13])[C:4]=3[N:5]=[CH:6][N:7]=2)[CH2:18][CH2:19]1, predict the reactants needed to synthesize it. (2) The reactants are: [CH2:1]([O:3][C:4](=[O:18])[CH2:5][C@@H:6]1[CH2:10][CH2:9][N:8]([C:11]([O:13]C(C)(C)C)=O)[CH2:7]1)[CH3:2].Cl.O1CCO[CH2:22][CH2:21]1.C(N(CC)C(C)C)(C)C.C(Cl)(=O)CC. Given the product [C:11]([N:8]1[CH2:9][CH2:10][C@@H:6]([CH2:5][C:4]([O:3][CH2:1][CH3:2])=[O:18])[CH2:7]1)(=[O:13])[CH2:21][CH3:22], predict the reactants needed to synthesize it. (3) Given the product [N:25]1[CH:26]=[CH:27][CH:28]=[C:23]([C:2]2[C:11]([CH:12]=[O:13])=[CH:10][C:9]3[C:4](=[CH:5][CH:6]=[CH:7][CH:8]=3)[N:3]=2)[CH:24]=1, predict the reactants needed to synthesize it. The reactants are: Cl[C:2]1[C:11]([CH:12]=[O:13])=[CH:10][C:9]2[C:4](=[CH:5][CH:6]=[CH:7][CH:8]=2)[N:3]=1.C([O-])([O-])=O.[Na+].[Na+].C(B(CC)[C:23]1[CH:24]=[N:25][CH:26]=[CH:27][CH:28]=1)C. (4) Given the product [F:23][C:24]([F:37])([F:36])[S:25]([O:13][C:4]1[CH:3]=[C:2]([F:1])[CH:11]=[C:10]2[C:5]=1[CH:6]=[CH:7][C:8]([CH3:12])=[N:9]2)(=[O:27])=[O:26], predict the reactants needed to synthesize it. The reactants are: [F:1][C:2]1[CH:3]=[C:4]([OH:13])[C:5]2[CH:6]=[CH:7][C:8]([CH3:12])=[N:9][C:10]=2[CH:11]=1.C(N(C(C)C)CC)(C)C.[F:23][C:24]([F:37])([F:36])[S:25](O[S:25]([C:24]([F:37])([F:36])[F:23])(=[O:27])=[O:26])(=[O:27])=[O:26].[Cl-].[NH4+]. (5) Given the product [C:8]1([C:4]2[NH:3][C:2]([C:20]3[CH:19]=[CH:18][N:17]=[C:16]([O:15][CH3:14])[CH:21]=3)=[C:6]([Br:7])[N:5]=2)[CH:13]=[CH:12][CH:11]=[CH:10][CH:9]=1, predict the reactants needed to synthesize it. The reactants are: Br[C:2]1[N:3]=[C:4]([C:8]2[CH:13]=[CH:12][CH:11]=[CH:10][CH:9]=2)[NH:5][C:6]=1[Br:7].[CH3:14][O:15][C:16]1[CH:21]=[C:20](B(O)O)[CH:19]=[CH:18][N:17]=1.C(=O)([O-])[O-].[K+].[K+].COCCOC. (6) Given the product [CH2:6]([N:13]1[CH:22]=[C:21]([CH:27]=[O:28])[C:20]2[C:15](=[CH:16][CH:17]=[CH:18][CH:19]=2)[C:14]1=[O:23])[C:7]1[CH:8]=[CH:9][CH:10]=[CH:11][CH:12]=1, predict the reactants needed to synthesize it. The reactants are: P(Cl)(Cl)(Cl)=O.[CH2:6]([N:13]1[CH:22]=[CH:21][C:20]2[C:15](=[CH:16][CH:17]=[CH:18][CH:19]=2)[C:14]1=[O:23])[C:7]1[CH:12]=[CH:11][CH:10]=[CH:9][CH:8]=1.CN([CH:27]=[O:28])C. (7) Given the product [F:7][C:8]1[CH:13]=[C:12]([O:14][CH3:15])[C:11]([O:16][CH3:17])=[CH:10][C:9]=1[S:18]([N:1]1[CH2:6][CH2:5][CH2:4][CH2:3][CH2:2]1)(=[O:19])=[O:20], predict the reactants needed to synthesize it. The reactants are: [NH:1]1[CH2:6][CH2:5][CH2:4][CH2:3][CH2:2]1.[F:7][C:8]1[CH:13]=[C:12]([O:14][CH3:15])[C:11]([O:16][CH3:17])=[CH:10][C:9]=1[S:18](Cl)(=[O:20])=[O:19].O. (8) Given the product [CH3:16][O:17][C:18]([C:20]1[NH:21][N:22]=[C:23]([O:14][CH2:13][C:12]2[C:8]([C:5]3[CH:4]=[CH:3][C:2]([F:1])=[CH:7][N:6]=3)=[N:9][O:10][C:11]=2[CH3:15])[CH:24]=1)=[O:19], predict the reactants needed to synthesize it. The reactants are: [F:1][C:2]1[CH:3]=[CH:4][C:5]([C:8]2[C:12]([CH2:13][OH:14])=[C:11]([CH3:15])[O:10][N:9]=2)=[N:6][CH:7]=1.[CH3:16][O:17][C:18]([C:20]1[N:21](C)[N:22]=[C:23](O)[CH:24]=1)=[O:19]. (9) Given the product [CH3:16][C:11]1[CH:10]=[C:9]([CH:14]=[CH:13][C:12]=1[CH3:15])[C:8]([C:4]1[C:3](=[O:18])[C:22]2[C:23](=[N:24][C:25]([CH3:26])=[C:20]([CH3:19])[CH:21]=2)[NH:27][CH:5]=1)=[O:17], predict the reactants needed to synthesize it. The reactants are: CO[C:3](=[O:18])[C:4]([C:8](=[O:17])[C:9]1[CH:14]=[CH:13][C:12]([CH3:15])=[C:11]([CH3:16])[CH:10]=1)=[CH:5]OC.[CH3:19][C:20]1[CH:21]=[CH:22][C:23]([NH2:27])=[N:24][C:25]=1[CH3:26].C1(OC2C=CC=CC=2)C=CC=CC=1.